The task is: Predict which catalyst facilitates the given reaction.. This data is from Catalyst prediction with 721,799 reactions and 888 catalyst types from USPTO. (1) Reactant: C(OC([N:8]1[CH2:17][CH2:16][C:15]2[C:10](=[CH:11][CH:12]=[C:13]([C:18]([N:20]3[CH2:23][CH:22]([N:24]4[CH2:29][CH2:28][N:27]([C:30]([C:32]5[S:33][CH:34]=[CH:35][N:36]=5)=[O:31])[CH2:26][CH2:25]4)[CH2:21]3)=[O:19])[CH:14]=2)[CH2:9]1)=O)(C)(C)C.FC(F)(F)C(O)=O. Product: [S:33]1[CH:34]=[CH:35][N:36]=[C:32]1[C:30]([N:27]1[CH2:28][CH2:29][N:24]([CH:22]2[CH2:23][N:20]([C:18]([C:13]3[CH:14]=[C:15]4[C:10](=[CH:11][CH:12]=3)[CH2:9][NH:8][CH2:17][CH2:16]4)=[O:19])[CH2:21]2)[CH2:25][CH2:26]1)=[O:31]. The catalyst class is: 2. (2) Reactant: [Br:1][C:2]1[CH:3]=[C:4]2[C:8](=[CH:9][CH:10]=1)[N:7]([CH2:11][CH2:12][CH2:13][CH2:14][O:15][Si](C(C)(C)C)(C)C)[C:6]([CH2:23][N:24]1[C:28]3[CH:29]=[N:30][CH:31]=[CH:32][C:27]=3[N:26]([CH:33]3[CH2:35][CH2:34]3)[C:25]1=[O:36])=[CH:5]2.[F-].[NH4+]. Product: [Br:1][C:2]1[CH:3]=[C:4]2[C:8](=[CH:9][CH:10]=1)[N:7]([CH2:11][CH2:12][CH2:13][CH2:14][OH:15])[C:6]([CH2:23][N:24]1[C:28]3[CH:29]=[N:30][CH:31]=[CH:32][C:27]=3[N:26]([CH:33]3[CH2:35][CH2:34]3)[C:25]1=[O:36])=[CH:5]2. The catalyst class is: 5. (3) Reactant: Br[C:2]1[CH:3]=[CH:4][C:5]2[C:9]3[CH:10]=[CH:11][C:12](Br)=[CH:13][C:8]=3[S:7](=[O:16])(=[O:15])[C:6]=2[CH:17]=1.[N:18]12[CH2:25][CH2:24][CH:21]([CH2:22][CH2:23]1)[C@H:20]([OH:26])[CH2:19]2.N1C2C(=CC=C3C=2N=CC=C3)C=CC=1.C(=O)([O-])[O-].[Cs+].[Cs+]. Product: [O:15]=[S:7]1(=[O:16])[C:6]2[CH:17]=[CH:2][CH:3]=[CH:4][C:5]=2[C:9]2[CH:10]=[CH:11][C:12]([O:26][C@H:20]3[CH:21]4[CH2:24][CH2:25][N:18]([CH2:23][CH2:22]4)[CH2:19]3)=[CH:13][C:8]1=2. The catalyst class is: 432. (4) Reactant: [NH2:1][C:2]([NH:4][C:5]1[C:6]([C:18]([NH2:20])=[O:19])=[N:7][N:8]([C:10]2[CH:15]=[CH:14][C:13](I)=[C:12]([CH3:17])[CH:11]=2)[CH:9]=1)=[O:3].[OH:21][C:22]1[CH:27]=[CH:26][CH:25]=[CH:24][C:23]=1B(O)O.C([O-])([O-])=O.[Cs+].[Cs+]. Product: [OH:21][C:22]1[CH:27]=[CH:26][CH:25]=[CH:24][C:23]=1[C:13]1[CH:14]=[CH:15][C:10]([N:8]2[CH:9]=[C:5]([NH:4][C:2]([NH2:1])=[O:3])[C:6]([C:18]([NH2:20])=[O:19])=[N:7]2)=[CH:11][C:12]=1[CH3:17]. The catalyst class is: 339. (5) Reactant: C(=O)([O-])[O-].[Cs+].[Cs+].[OH:7][C:8]1[CH:9]=[C:10]([CH:21]=[C:22]([O:24][C@@H:25]([CH3:29])[CH2:26][O:27][CH3:28])[CH:23]=1)[C:11]([NH:13][C:14]1[CH:19]=[N:18][C:17]([CH3:20])=[CH:16][N:15]=1)=[O:12].[N:30]1([C:34]([C:36]2[S:40][C:39](Cl)=[N:38][CH:37]=2)=[O:35])[CH2:33][CH2:32][CH2:31]1. Product: [N:30]1([C:34]([C:36]2[S:40][C:39]([O:7][C:8]3[CH:9]=[C:10]([CH:21]=[C:22]([O:24][C@@H:25]([CH3:29])[CH2:26][O:27][CH3:28])[CH:23]=3)[C:11]([NH:13][C:14]3[CH:19]=[N:18][C:17]([CH3:20])=[CH:16][N:15]=3)=[O:12])=[N:38][CH:37]=2)=[O:35])[CH2:31][CH2:32][CH2:33]1. The catalyst class is: 10. (6) Reactant: [O:1]([CH2:19][CH2:20][C:21]1([CH2:27][CH2:28][C:29]([CH2:38][CH2:39][CH2:40][CH:41]=[CH2:42])([C:34](OC)=[O:35])[C:30](OC)=[O:31])[CH2:26][CH2:25][CH2:24][CH2:23][CH2:22]1)[Si:2]([C:15]([CH3:18])([CH3:17])[CH3:16])([C:9]1[CH:14]=[CH:13][CH:12]=[CH:11][CH:10]=1)[C:3]1[CH:8]=[CH:7][CH:6]=[CH:5][CH:4]=1.[H-].[Al+3].[Li+].[H-].[H-].[H-].O.[OH-].[Na+]. Product: [O:1]([CH2:19][CH2:20][C:21]1([CH2:27][CH2:28][C:29]([CH2:38][CH2:39][CH2:40][CH:41]=[CH2:42])([CH2:34][OH:35])[CH2:30][OH:31])[CH2:26][CH2:25][CH2:24][CH2:23][CH2:22]1)[Si:2]([C:15]([CH3:16])([CH3:18])[CH3:17])([C:9]1[CH:10]=[CH:11][CH:12]=[CH:13][CH:14]=1)[C:3]1[CH:4]=[CH:5][CH:6]=[CH:7][CH:8]=1. The catalyst class is: 27. (7) Reactant: N(OC(C)(C)C)=O.[CH3:8][CH:9]1[CH2:23][C:22]2[C:11](=[CH:12][C:13]3[N+:18]([O-:19])=[N:17][C:16](N)=[N:15][C:14]=3[CH:21]=2)[CH2:10]1.[I:24]CI. Product: [I:24][C:16]1[N:17]=[N+:18]([O-:19])[C:13]2[CH:12]=[C:11]3[C:22]([CH2:23][CH:9]([CH3:8])[CH2:10]3)=[CH:21][C:14]=2[N:15]=1. The catalyst class is: 356.